Dataset: Full USPTO retrosynthesis dataset with 1.9M reactions from patents (1976-2016). Task: Predict the reactants needed to synthesize the given product. (1) Given the product [Cl:44][C:38]1[CH:39]=[CH:40][CH:41]=[C:42]([Cl:43])[C:37]=1[C:36]([NH:35][C@H:34]([C:46]([OH:48])=[O:47])[CH2:33][C:30]1[N:31]=[CH:32][C:27]([C:24]2[CH2:25][CH2:26][N:21]([C:15](=[O:16])[C:14]3[CH:18]=[CH:19][C:11]([F:10])=[C:12]([CH3:20])[CH:13]=3)[CH2:22][CH:23]=2)=[CH:28][CH:29]=1)=[O:45], predict the reactants needed to synthesize it. The reactants are: CCN(C(C)C)C(C)C.[F:10][C:11]1[CH:19]=[CH:18][C:14]([C:15](Cl)=[O:16])=[CH:13][C:12]=1[CH3:20].[NH:21]1[CH2:26][CH:25]=[C:24]([C:27]2[CH:28]=[CH:29][C:30]([CH2:33][C@@H:34]([C:46]([O:48]C)=[O:47])[NH:35][C:36](=[O:45])[C:37]3[C:42]([Cl:43])=[CH:41][CH:40]=[CH:39][C:38]=3[Cl:44])=[N:31][CH:32]=2)[CH2:23][CH2:22]1.[Li+].[OH-]. (2) The reactants are: [CH:1]12[C:7]([CH3:9])([CH3:8])[CH:6]1[CH2:5][CH2:4][C:3]([CH3:10])=[CH:2]2.C12C(C)(C)C1CC=C(C)C2.C(Cl)Cl.C([O-])(O)=[O:25].[Na+].ClC1C=CC=C(C(OO)=O)C=1. Given the product [CH3:8][C:7]1([CH3:9])[CH:1]2[CH:2]3[O:25][C:3]3([CH3:10])[CH2:4][CH2:5][CH:6]12, predict the reactants needed to synthesize it. (3) Given the product [CH:1]1([N:7]2[CH2:11][C@@H:10]([C:12]3[CH:17]=[CH:16][CH:15]=[CH:14][CH:13]=3)[N:9]([CH:18]3[CH2:23][CH2:22][N:21]([CH2:24][C:25]4[CH:26]=[CH:27][C:28]([O:31][C:32]5[CH:33]=[CH:34][C:35]([C:36]([NH2:37])=[O:42])=[CH:38][CH:39]=5)=[N:29][CH:30]=4)[CH2:20][CH2:19]3)[C:8]2=[O:40])[CH2:6][CH2:5][CH2:4][CH2:3][CH2:2]1, predict the reactants needed to synthesize it. The reactants are: [CH:1]1([N:7]2[CH2:11][C@@H:10]([C:12]3[CH:17]=[CH:16][CH:15]=[CH:14][CH:13]=3)[N:9]([CH:18]3[CH2:23][CH2:22][N:21]([CH2:24][C:25]4[CH:26]=[CH:27][C:28]([O:31][C:32]5[CH:39]=[CH:38][C:35]([C:36]#[N:37])=[CH:34][CH:33]=5)=[N:29][CH:30]=4)[CH2:20][CH2:19]3)[C:8]2=[O:40])[CH2:6][CH2:5][CH2:4][CH2:3][CH2:2]1.C(O)(C(F)(F)F)=[O:42]. (4) Given the product [CH3:22][N:23]([C:24]1[CH:29]=[CH:28][C:27]([C:30]2[N:34]([CH3:35])[C:33]3[CH:36]=[CH:37][CH:38]=[CH:39][C:32]=3[N:31]=2)=[CH:26][CH:25]=1)[C:11]([C@@H:8]1[CH2:9][CH2:10][C@H:6]([NH:5][C:1](=[O:4])[CH2:2][CH3:3])[CH2:7]1)=[O:13], predict the reactants needed to synthesize it. The reactants are: [C:1]([NH:5][C@H:6]1[CH2:10][CH2:9][C@@H:8]([C:11]([OH:13])=O)[CH2:7]1)(=[O:4])[CH2:2][CH3:3].ClC(N(C)C)=C(C)C.[CH3:22][NH:23][C:24]1[CH:29]=[CH:28][C:27]([C:30]2[N:34]([CH3:35])[C:33]3[CH:36]=[CH:37][CH:38]=[CH:39][C:32]=3[N:31]=2)=[CH:26][CH:25]=1.N1C(C)=CC(C)=CC=1C. (5) The reactants are: C(OC(=O)[NH:7][C:8]1[CH:13]=[C:12]([CH:14]=[CH2:15])[C:11]([C:16]([F:19])([F:18])[F:17])=[CH:10][C:9]=1[NH:20][C:21](=[O:37])[CH2:22][C:23](=O)[C:24]1[CH:29]=[CH:28][CH:27]=[C:26]([C:30]2[CH:31]=[N:32][CH:33]=[CH:34][CH:35]=2)[CH:25]=1)(C)(C)C.C(O)(C(F)(F)F)=O. Given the product [N:32]1[CH:33]=[CH:34][CH:35]=[C:30]([C:26]2[CH:25]=[C:24]([C:23]3[CH2:22][C:21](=[O:37])[NH:20][C:9]4[CH:10]=[C:11]([C:16]([F:17])([F:18])[F:19])[C:12]([CH:14]=[CH2:15])=[CH:13][C:8]=4[N:7]=3)[CH:29]=[CH:28][CH:27]=2)[CH:31]=1, predict the reactants needed to synthesize it. (6) Given the product [OH:35][CH2:34][CH2:36][NH:37][S:20]([C:16]1[CH:17]=[CH:18][CH:19]=[C:14]([C:10]2[N:9]=[C:8]([C:6]3[CH:5]=[C:4]([C:24]4[CH:25]=[CH:26][C:27]([C:30]([F:32])([F:33])[F:31])=[CH:28][CH:29]=4)[CH:3]=[C:2]([CH3:1])[N:7]=3)[CH:13]=[CH:12][CH:11]=2)[CH:15]=1)(=[O:22])=[O:21], predict the reactants needed to synthesize it. The reactants are: [CH3:1][C:2]1[N:7]=[C:6]([C:8]2[CH:13]=[CH:12][CH:11]=[C:10]([C:14]3[CH:15]=[C:16]([S:20](Cl)(=[O:22])=[O:21])[CH:17]=[CH:18][CH:19]=3)[N:9]=2)[CH:5]=[C:4]([C:24]2[CH:29]=[CH:28][C:27]([C:30]([F:33])([F:32])[F:31])=[CH:26][CH:25]=2)[CH:3]=1.[CH2:34]([CH2:36][NH2:37])[OH:35]. (7) Given the product [CH2:1]([N:8]1[CH2:13][CH2:12][N:11]([C:14]2[CH:22]=[CH:21][CH:20]=[C:19]3[C:15]=2[CH:16]=[CH:17][N:18]3[S:31]([C:26]2[CH:25]=[C:24]([Cl:23])[CH:29]=[C:28]([Cl:30])[CH:27]=2)(=[O:33])=[O:32])[CH2:10][CH2:9]1)[C:2]1[CH:3]=[CH:4][CH:5]=[CH:6][CH:7]=1, predict the reactants needed to synthesize it. The reactants are: [CH2:1]([N:8]1[CH2:13][CH2:12][N:11]([C:14]2[CH:22]=[CH:21][CH:20]=[C:19]3[C:15]=2[CH:16]=[CH:17][NH:18]3)[CH2:10][CH2:9]1)[C:2]1[CH:7]=[CH:6][CH:5]=[CH:4][CH:3]=1.[Cl:23][C:24]1[CH:25]=[C:26]([S:31](Cl)(=[O:33])=[O:32])[CH:27]=[C:28]([Cl:30])[CH:29]=1.